Predict the reactants needed to synthesize the given product. From a dataset of Retrosynthesis with 50K atom-mapped reactions and 10 reaction types from USPTO. (1) Given the product COCCCCCN1CCC(=NO)CC1, predict the reactants needed to synthesize it. The reactants are: COCCCCCN1CCC(=O)CC1.NO. (2) Given the product COC(=O)c1cc(NC(=O)Nc2ccc(OC)c(OC)c2)ccc1OC(c1ccccc1)c1ccc(C(F)(F)F)cc1, predict the reactants needed to synthesize it. The reactants are: COC(=O)c1cc(N)ccc1OC(c1ccccc1)c1ccc(C(F)(F)F)cc1.COc1ccc(N=C=O)cc1OC.